Predict the product of the given reaction. From a dataset of Forward reaction prediction with 1.9M reactions from USPTO patents (1976-2016). (1) Given the reactants [CH3:1][O:2][C:3]1[CH:4]=[C:5]([CH:8]=[C:9]([O:13][CH3:14])[C:10]=1[O:11][CH3:12])[CH:6]=[O:7].[BH4-].[Na+].P(Br)(Br)[Br:18], predict the reaction product. The product is: [CH3:14][O:13][C:9]1[CH:8]=[C:5]([CH2:6][OH:7])[CH:4]=[C:3]([O:2][CH3:1])[C:10]=1[O:11][CH3:12].[Br:18][CH2:6][C:5]1[CH:8]=[C:9]([O:13][CH3:14])[C:10]([O:11][CH3:12])=[C:3]([O:2][CH3:1])[CH:4]=1. (2) Given the reactants [CH2:1]([O:3][C:4](=[O:14])[C:5]1[CH:10]=[CH:9][C:8]([C:11](=[O:13])[CH3:12])=[CH:7][CH:6]=1)[CH3:2].[CH2:15](O)[CH2:16][OH:17].O.C1(C)C=CC(S(O)(=O)=O)=CC=1.C(OCC)(=O)C.CCCCCC, predict the reaction product. The product is: [CH2:16]1[O:17][C:11]([C:8]2[CH:9]=[CH:10][C:5]([C:4]([O:3][CH2:1][CH3:2])=[O:14])=[CH:6][CH:7]=2)([CH3:12])[O:13][CH2:15]1. (3) Given the reactants Br[C:2]1[CH:7]=[CH:6][CH:5]=[CH:4][C:3]=1[CH3:8].[F:9][C:10]1[CH:50]=[N:49][C:13]2[N:14]([C:34]3[CH:39]=[CH:38][CH:37]=[C:36](B4OC(C)(C)C(C)(C)O4)[CH:35]=3)[C:15](=[O:33])[N:16]([C@@H:19]3[CH2:24][CH2:23][C@H:22]([NH:25][C:26](=[O:32])[O:27][C:28]([CH3:31])([CH3:30])[CH3:29])[CH2:21][CH2:20]3)[C:17](=[O:18])[C:12]=2[CH:11]=1, predict the reaction product. The product is: [F:9][C:10]1[CH:50]=[N:49][C:13]2[N:14]([C:34]3[CH:35]=[C:36]([C:2]4[CH:7]=[CH:6][CH:5]=[CH:4][C:3]=4[CH3:8])[CH:37]=[CH:38][CH:39]=3)[C:15](=[O:33])[N:16]([C@@H:19]3[CH2:20][CH2:21][C@H:22]([NH:25][C:26](=[O:32])[O:27][C:28]([CH3:30])([CH3:29])[CH3:31])[CH2:23][CH2:24]3)[C:17](=[O:18])[C:12]=2[CH:11]=1. (4) The product is: [C:26]([O:30][C:31]([NH:33][C@@H:34]([CH:38]1[CH2:39][CH2:40][CH2:41][CH2:42][CH2:43]1)[C:35]([N:10]1[C@H:9]([C:12]([O:14][CH3:15])=[O:13])[CH2:8][N:7]2[CH2:16][C@H:4]([OH:3])[CH2:5][C@@H:6]2[CH2:11]1)=[O:36])=[O:32])([CH3:29])([CH3:27])[CH3:28]. Given the reactants Cl.Cl.[OH:3][C@H:4]1[CH2:16][N:7]2[CH2:8][C@@H:9]([C:12]([O:14][CH3:15])=[O:13])[NH:10][CH2:11][C@H:6]2[CH2:5]1.C(N(C(C)C)C(C)C)C.[C:26]([O:30][C:31]([NH:33][C@@H:34]([CH:38]1[CH2:43][CH2:42][CH2:41][CH2:40][CH2:39]1)[C:35](O)=[O:36])=[O:32])([CH3:29])([CH3:28])[CH3:27].F[P-](F)(F)(F)(F)F.N1(OC(N(C)C)=[N+](C)C)C2N=CC=CC=2N=N1, predict the reaction product. (5) Given the reactants [CH3:1][O:2][C:3]1[CH:8]=[CH:7][C:6]([C:9]2(O)[CH2:14][CH2:13][O:12][CH2:11][CH2:10]2)=[CH:5][CH:4]=1.Cl, predict the reaction product. The product is: [CH3:1][O:2][C:3]1[CH:4]=[CH:5][C:6]([CH:9]2[CH2:14][CH2:13][O:12][CH2:11][CH2:10]2)=[CH:7][CH:8]=1. (6) Given the reactants [F:1][C:2]1[CH:10]=[CH:9][CH:8]=[CH:7][C:3]=1[C:4]([OH:6])=O.[CH2:11]([NH:13][CH2:14][C:15]([CH2:21][NH:22][C:23]1[CH:31]=[CH:30][CH:29]=[C:28]2[C:24]=1[CH:25]=[N:26][N:27]2[C:32]1[CH:37]=[CH:36][CH:35]=[CH:34][CH:33]=1)([OH:20])[C:16]([F:19])([F:18])[F:17])[CH3:12], predict the reaction product. The product is: [CH2:11]([N:13]([CH2:14][C:15]([OH:20])([CH2:21][NH:22][C:23]1[CH:31]=[CH:30][CH:29]=[C:28]2[C:24]=1[CH:25]=[N:26][N:27]2[C:32]1[CH:33]=[CH:34][CH:35]=[CH:36][CH:37]=1)[C:16]([F:19])([F:18])[F:17])[C:4](=[O:6])[C:3]1[CH:7]=[CH:8][CH:9]=[CH:10][C:2]=1[F:1])[CH3:12]. (7) Given the reactants [Cl:1][C:2]1[CH:7]=[CH:6][C:5]([CH2:8][CH:9]([NH:14][CH:15]=O)[CH2:10][CH:11]([CH3:13])[CH3:12])=[CH:4][C:3]=1[O:17][CH2:18][CH2:19][O:20][CH3:21].O=P(Cl)(Cl)Cl, predict the reaction product. The product is: [Cl:1][C:2]1[CH:7]=[C:6]2[C:5]([CH2:8][CH:9]([CH2:10][CH:11]([CH3:13])[CH3:12])[N:14]=[CH:15]2)=[CH:4][C:3]=1[O:17][CH2:18][CH2:19][O:20][CH3:21]. (8) The product is: [CH:19]1([NH:25][C:12](=[O:14])[C:11]2[CH:15]=[CH:16][N:17]=[CH:18][C:10]=2[NH:9][C:3]2[CH:4]=[CH:5][C:6]([I:8])=[CH:7][C:2]=2[F:1])[CH2:24][CH2:23][CH2:22][CH2:21][CH2:20]1. Given the reactants [F:1][C:2]1[CH:7]=[C:6]([I:8])[CH:5]=[CH:4][C:3]=1[NH:9][C:10]1[CH:18]=[N:17][CH:16]=[CH:15][C:11]=1[C:12]([OH:14])=O.[CH:19]1([NH2:25])[CH2:24][CH2:23][CH2:22][CH2:21][CH2:20]1, predict the reaction product. (9) Given the reactants [CH3:1][N:2]1[C:10]2[CH:9]=[CH:8][CH:7]=[C:6]([C:11]([OH:13])=O)[C:5]=2[C:4]2([C:25]3[C:16](=[CH:17][C:18]4[O:23][CH2:22][CH2:21][O:20][C:19]=4[CH:24]=3)[O:15][CH2:14]2)[C:3]1=[O:26].O[C:28]1[C:36]2N=N[NH:33][C:32]=2[CH:31]=[CH:30][CH:29]=1.F[B-](F)(F)F.N1(OC(N(C)C)=[N+](C)C)C2C=CC=CC=2N=N1.C(N(CC)C(C)C)(C)C.C(N)CCCCC, predict the reaction product. The product is: [CH2:32]([NH:33][C:11]([C:6]1[C:5]2[C:4]3([C:25]4[C:16](=[CH:17][C:18]5[O:23][CH2:22][CH2:21][O:20][C:19]=5[CH:24]=4)[O:15][CH2:14]3)[C:3](=[O:26])[N:2]([CH3:1])[C:10]=2[CH:9]=[CH:8][CH:7]=1)=[O:13])[CH2:31][CH2:30][CH2:29][CH2:28][CH3:36].